The task is: Regression. Given two drug SMILES strings and cell line genomic features, predict the synergy score measuring deviation from expected non-interaction effect.. This data is from NCI-60 drug combinations with 297,098 pairs across 59 cell lines. (1) Drug 1: CN1C2=C(C=C(C=C2)N(CCCl)CCCl)N=C1CCCC(=O)O.Cl. Drug 2: C1C(C(OC1N2C=NC3=C2NC=NCC3O)CO)O. Cell line: HL-60(TB). Synergy scores: CSS=23.6, Synergy_ZIP=3.05, Synergy_Bliss=-1.14, Synergy_Loewe=10.3, Synergy_HSA=-1.24. (2) Drug 1: C1=NC2=C(N1)C(=S)N=C(N2)N. Drug 2: C1=CN(C(=O)N=C1N)C2C(C(C(O2)CO)O)O.Cl. Cell line: COLO 205. Synergy scores: CSS=41.1, Synergy_ZIP=-5.56, Synergy_Bliss=-3.49, Synergy_Loewe=-4.47, Synergy_HSA=0.931. (3) Drug 1: COC1=CC(=CC(=C1O)OC)C2C3C(COC3=O)C(C4=CC5=C(C=C24)OCO5)OC6C(C(C7C(O6)COC(O7)C8=CC=CS8)O)O. Drug 2: C1C(C(OC1N2C=NC(=NC2=O)N)CO)O. Cell line: OVCAR-4. Synergy scores: CSS=19.9, Synergy_ZIP=-1.93, Synergy_Bliss=1.01, Synergy_Loewe=3.49, Synergy_HSA=4.38.